Dataset: Full USPTO retrosynthesis dataset with 1.9M reactions from patents (1976-2016). Task: Predict the reactants needed to synthesize the given product. (1) Given the product [Br:8][C:9]1[CH:10]=[CH:11][C:12]([O:18][CH2:19][C:20]2[CH:21]=[CH:22][C:23]([C:26]#[N:27])=[CH:24][CH:25]=2)=[C:13]([CH:17]=1)[C:14]([NH:7][C:3]1[CH:2]=[N:1][CH:6]=[CH:5][CH:4]=1)=[O:15], predict the reactants needed to synthesize it. The reactants are: [N:1]1[CH:6]=[CH:5][CH:4]=[C:3]([NH2:7])[CH:2]=1.[Br:8][C:9]1[CH:10]=[CH:11][C:12]([O:18][CH2:19][C:20]2[CH:25]=[CH:24][C:23]([C:26]#[N:27])=[CH:22][CH:21]=2)=[C:13]([CH:17]=1)[C:14](O)=[O:15].Cl.CN(C)CCCN=C=NCC.ON1C2C=CC=CC=2N=N1. (2) Given the product [Cl:17][C:14]1[CH:15]=[CH:16][C:11]([CH2:10][N:6]2[CH:7]=[C:2]([Br:1])[N:3]=[CH:4][C:5]2=[O:8])=[CH:12][CH:13]=1, predict the reactants needed to synthesize it. The reactants are: [Br:1][C:2]1[N:3]=[CH:4][C:5](=[O:8])[NH:6][CH:7]=1.Br[CH2:10][C:11]1[CH:16]=[CH:15][C:14]([Cl:17])=[CH:13][CH:12]=1.